Dataset: Reaction yield outcomes from USPTO patents with 853,638 reactions. Task: Predict the reaction yield, written as a fraction of the theoretical maximum amount of product (1.0 means a 100% yield; for example, 0.34 means a 34% yield). (1) The reactants are [CH3:1][O:2][C:3]1[CH:8]=[CH:7][N:6]=[CH:5][C:4]=1[NH2:9].[Br:10]Br.[NH4+].[OH-]. The catalyst is Cl. The product is [Br:10][C:5]1[C:4]([NH2:9])=[C:3]([O:2][CH3:1])[CH:8]=[CH:7][N:6]=1. The yield is 0.820. (2) The reactants are Cl[C:2]1[N:3]=[C:4]2[C:9](=[CH:10][CH:11]=1)[N:8]=[CH:7][C:6]1[CH:12]=[CH:13][C:14](=[O:26])[N:15]([C:16]3[CH:21]=[CH:20][CH:19]=[C:18]([C:22]([F:25])([F:24])[F:23])[CH:17]=3)[C:5]2=1.[CH3:27][N:28]1[CH:32]=[C:31](B2OC(C)(C)C(C)(C)O2)[CH:30]=[N:29]1.CC1(C)C(C)(C)OB(C2C=CC(N)=NC=2)O1. No catalyst specified. The product is [CH3:27][N:28]1[CH:32]=[C:31]([C:2]2[N:3]=[C:4]3[C:9](=[CH:10][CH:11]=2)[N:8]=[CH:7][C:6]2[CH:12]=[CH:13][C:14](=[O:26])[N:15]([C:16]4[CH:21]=[CH:20][CH:19]=[C:18]([C:22]([F:24])([F:23])[F:25])[CH:17]=4)[C:5]3=2)[CH:30]=[N:29]1. The yield is 0.774. (3) The reactants are [Br:1][C:2]1[CH:7]=[CH:6][C:5]([C:8](=O)[CH2:9][NH:10][C:11]([C@@H:13]2[CH2:17][CH2:16][CH2:15][N:14]2[C:18]([O:20][C:21]([CH3:24])([CH3:23])[CH3:22])=[O:19])=[O:12])=[CH:4][CH:3]=1.C1C=CC(P(C2C=CC=CC=2)C2C=CC=CC=2)=CC=1.C(N(C(C)C)CC)(C)C.ClC(Cl)(Cl)C(Cl)(Cl)Cl. The catalyst is CC#N.C(OCC)(=O)C. The product is [Br:1][C:2]1[CH:3]=[CH:4][C:5]([C:8]2[O:12][C:11]([C@@H:13]3[CH2:17][CH2:16][CH2:15][N:14]3[C:18]([O:20][C:21]([CH3:24])([CH3:22])[CH3:23])=[O:19])=[N:10][CH:9]=2)=[CH:6][CH:7]=1. The yield is 0.630.